Predict the product of the given reaction. From a dataset of Forward reaction prediction with 1.9M reactions from USPTO patents (1976-2016). (1) Given the reactants [NH2:1][C:2]1[CH:9]=[CH:8][CH:7]=[C:6]([O:10][CH2:11][CH:12]2[CH2:17][CH2:16][CH2:15][CH2:14][CH2:13]2)[C:3]=1[C:4]#[N:5].O=[C:19]([CH3:26])[CH2:20][C:21]([O:23][CH2:24][CH3:25])=[O:22], predict the reaction product. The product is: [CH2:24]([O:23][C:21]([C:20]1[C:19]([CH3:26])=[N:1][C:2]2[C:3]([C:4]=1[NH2:5])=[C:6]([O:10][CH2:11][CH:12]1[CH2:17][CH2:16][CH2:15][CH2:14][CH2:13]1)[CH:7]=[CH:8][CH:9]=2)=[O:22])[CH3:25]. (2) Given the reactants [F:1][C:2]1[CH:30]=[CH:29][C:5]([CH:6]([C:19]([OH:28])([CH2:24][C:25]([CH3:27])=[CH2:26])[C:20]([F:23])([F:22])[F:21])[NH:7][C:8]2[CH:17]=[CH:16][CH:15]=[C:14]3[C:9]=2[CH:10]=[N:11][C:12]([CH3:18])=[N:13]3)=[C:4]([O:31][CH3:32])[CH:3]=1.C(OCC)(=O)C.C(N(CC)CC)C, predict the reaction product. The product is: [F:1][C:2]1[CH:30]=[CH:29][C:5]([CH:6]([C:19]([OH:28])([CH2:24][CH:25]([CH3:26])[CH3:27])[C:20]([F:22])([F:21])[F:23])[NH:7][C:8]2[CH:17]=[CH:16][CH:15]=[C:14]3[C:9]=2[CH:10]=[N:11][C:12]([CH3:18])=[N:13]3)=[C:4]([O:31][CH3:32])[CH:3]=1. (3) Given the reactants [NH:1](C(OCC1C=CC=CC=1)=O)[C@H:2]([C:13]([NH:15][CH2:16][CH2:17][CH2:18][CH2:19][NH:20][C:21]([O:23][C:24]([CH3:27])([CH3:26])[CH3:25])=[O:22])=[O:14])[CH2:3][C:4]1[C:12]2[C:7](=[CH:8][CH:9]=[CH:10][CH:11]=2)[NH:6][CH:5]=1, predict the reaction product. The product is: [NH2:1][C@H:2]([C:13]([NH:15][CH2:16][CH2:17][CH2:18][CH2:19][NH:20][C:21]([O:23][C:24]([CH3:27])([CH3:26])[CH3:25])=[O:22])=[O:14])[CH2:3][C:4]1[C:12]2[C:7](=[CH:8][CH:9]=[CH:10][CH:11]=2)[NH:6][CH:5]=1. (4) Given the reactants [N-:1]=[N+:2]=[N-:3].[Na+].[Br:5][C:6]1[CH:19]=[CH:18][C:9]([O:10][CH2:11][CH2:12][N:13]2[CH2:17][CH2:16][CH2:15][CH2:14]2)=[C:8]([CH2:20]Cl)[CH:7]=1.O, predict the reaction product. The product is: [N:1]([CH2:20][C:8]1[CH:7]=[C:6]([Br:5])[CH:19]=[CH:18][C:9]=1[O:10][CH2:11][CH2:12][N:13]1[CH2:17][CH2:16][CH2:15][CH2:14]1)=[N+:2]=[N-:3]. (5) Given the reactants Br[C:2]1[CH:7]=[CH:6][C:5]([C@@H:8]([N:10]2[CH2:15][CH2:14][C@@:13]([C:20]3[CH:25]=[CH:24][C:23]([F:26])=[CH:22][CH:21]=3)([CH2:16][CH2:17][CH2:18][OH:19])[O:12][C:11]2=[O:27])[CH3:9])=[CH:4][CH:3]=1.Cl[C:29]1[N:30]=[N:31][C:32]([CH3:35])=[CH:33][CH:34]=1, predict the reaction product. The product is: [F:26][C:23]1[CH:24]=[CH:25][C:20]([C@:13]2([CH2:16][CH2:17][CH2:18][OH:19])[O:12][C:11](=[O:27])[N:10]([C@H:8]([C:5]3[CH:6]=[CH:7][C:2]([C:29]4[N:30]=[N:31][C:32]([CH3:35])=[CH:33][CH:34]=4)=[CH:3][CH:4]=3)[CH3:9])[CH2:15][CH2:14]2)=[CH:21][CH:22]=1. (6) The product is: [Cl:7][C:8]1[N:9]=[CH:10][C:11]([CH:17]=[N:1][C:2]2[S:3][CH:4]=[CH:5][N:6]=2)=[CH:12][CH:13]=1. Given the reactants [NH2:1][C:2]1[S:3][CH:4]=[CH:5][N:6]=1.[Cl:7][C:8]1[CH:13]=[CH:12][CH:11]=[C:10](C=O)[N:9]=1.Cl[CH2:17]Cl, predict the reaction product. (7) Given the reactants CS(OS(C)(=O)=O)(=O)=O.COC([N:14]([C:29]1[C:38]([C:39]([O:41][CH3:42])=[O:40])=[C:37]2[C:32]([CH:33]3[CH2:43][CH:34]3[CH2:35][O:36]2)=[CH:31][CH:30]=1)[S:15]([C:18]1[CH:23]=[CH:22][C:21]([F:24])=[CH:20][C:19]=1/[CH:25]=[CH:26]\[CH2:27]O)(=[O:17])=[O:16])=O.[CH:44]([N:47](C(C)C)CC)(C)[CH3:45].C(N)C, predict the reaction product. The product is: [CH2:44]([NH:47][CH2:27]/[CH:26]=[CH:25]\[C:19]1[CH:20]=[C:21]([F:24])[CH:22]=[CH:23][C:18]=1[S:15]([NH:14][C:29]1[C:38]([C:39]([O:41][CH3:42])=[O:40])=[C:37]2[C:32]([CH:33]3[CH2:43][CH:34]3[CH2:35][O:36]2)=[CH:31][CH:30]=1)(=[O:17])=[O:16])[CH3:45]. (8) Given the reactants [Br:1][C:2]1[CH:3]=[CH:4][C:5](F)=[C:6]([CH:9]=1)[CH:7]=[O:8].[OH:11][C:12]1[CH:17]=[CH:16][C:15]([CH2:18][CH2:19][CH2:20][OH:21])=[CH:14][CH:13]=1.C([O-])([O-])=O.[K+].[K+], predict the reaction product. The product is: [Br:1][C:2]1[CH:3]=[CH:4][C:5]([O:11][C:12]2[CH:13]=[CH:14][C:15]([CH2:18][CH2:19][CH2:20][OH:21])=[CH:16][CH:17]=2)=[C:6]([CH:9]=1)[CH:7]=[O:8]. (9) Given the reactants [Cl:1][C:2]1[N:7]=[C:6](Cl)[C:5]([CH3:9])=[CH:4][N:3]=1.[CH2:10]([NH:12][CH3:13])[CH3:11], predict the reaction product. The product is: [Cl:1][C:2]1[N:7]=[C:6]([N:12]([CH2:10][CH3:11])[CH3:13])[C:5]([CH3:9])=[CH:4][N:3]=1.